Dataset: Full USPTO retrosynthesis dataset with 1.9M reactions from patents (1976-2016). Task: Predict the reactants needed to synthesize the given product. (1) Given the product [F:12][C:13]1[CH:14]=[C:15]([N:28]2[CH2:32][C@H:31]([CH2:33][N:34]3[CH:38]=[CH:37][N:36]=[N:35]3)[O:30][C:29]2=[O:39])[CH:16]=[CH:17][C:18]=1[C:2]1[CH:7]=[N:6][C:5]([C:8]([OH:11])([CH3:10])[CH3:9])=[CH:4][CH:3]=1, predict the reactants needed to synthesize it. The reactants are: Br[C:2]1[CH:3]=[CH:4][C:5]([C:8]([OH:11])([CH3:10])[CH3:9])=[N:6][CH:7]=1.[F:12][C:13]1[CH:14]=[C:15]([N:28]2[CH2:32][C@H:31]([CH2:33][N:34]3[CH:38]=[CH:37][N:36]=[N:35]3)[O:30][C:29]2=[O:39])[CH:16]=[CH:17][C:18]=1B1OC(C)(C)C(C)(C)O1.C(=O)([O-])[O-].[Na+].[Na+]. (2) Given the product [CH2:1]([O:3][C:4]([C:6]1[N:7]=[C:8]([Br:24])[N:9]([CH:21]([CH3:23])[CH3:22])[C:10]=1[CH:11]([NH:31][C:30]1[CH:32]=[C:26]([Cl:25])[CH:27]=[CH:28][C:29]=1[CH3:33])[C:13]1[CH:18]=[CH:17][C:16]([C:19]#[N:20])=[CH:15][CH:14]=1)=[O:5])[CH3:2], predict the reactants needed to synthesize it. The reactants are: [CH2:1]([O:3][C:4]([C:6]1[N:7]=[C:8]([Br:24])[N:9]([CH:21]([CH3:23])[CH3:22])[C:10]=1[CH:11]([C:13]1[CH:18]=[CH:17][C:16]([C:19]#[N:20])=[CH:15][CH:14]=1)O)=[O:5])[CH3:2].[Cl:25][C:26]1[CH:27]=[CH:28][C:29]([CH3:33])=[C:30]([CH:32]=1)[NH2:31]. (3) Given the product [ClH:38].[C:1]([C@@:3]1([CH:29]2[CH2:31][CH2:30]2)[CH2:7][CH2:6][N:5]([C:8]2[CH:13]=[CH:12][N:11]=[C:10]([NH:14][C:15]3[CH:19]=[C:18]([C:20]([OH:22])=[O:21])[N:17]([CH3:27])[N:16]=3)[CH:9]=2)[C:4]1=[O:28])#[N:2], predict the reactants needed to synthesize it. The reactants are: [C:1]([C@@:3]1([CH:29]2[CH2:31][CH2:30]2)[CH2:7][CH2:6][N:5]([C:8]2[CH:13]=[CH:12][N:11]=[C:10]([NH:14][C:15]3[CH:19]=[C:18]([C:20]([O:22]C(C)(C)C)=[O:21])[N:17]([CH3:27])[N:16]=3)[CH:9]=2)[C:4]1=[O:28])#[N:2].C(OC(=O)C)C.[ClH:38]. (4) Given the product [Cl:1][C:2]1[CH:7]=[CH:6][C:5]([C:8]2[CH:13]=[C:12]([C:14]([F:16])([F:15])[F:17])[N:11]3[N:18]=[CH:19][C:20]([C:21]#[CH:22])=[C:10]3[N:9]=2)=[CH:4][CH:3]=1, predict the reactants needed to synthesize it. The reactants are: [Cl:1][C:2]1[CH:7]=[CH:6][C:5]([C:8]2[CH:13]=[C:12]([C:14]([F:17])([F:16])[F:15])[N:11]3[N:18]=[CH:19][C:20]([C:21]#[C:22][Si](C)(C)C)=[C:10]3[N:9]=2)=[CH:4][CH:3]=1.C([O-])([O-])=O.[K+].[K+]. (5) Given the product [N:24]1([C:22]2[N:23]=[C:18]3[CH:17]=[CH:16][C:15]([NH:14][C:13]([C:12]4[N:8]([CH3:7])[N:9]=[CH:10][C:11]=4[C:31]([N:1]4[CH2:6][CH2:5][O:4][CH2:3][CH2:2]4)=[O:32])=[O:30])=[CH:20][N:19]3[N:21]=2)[CH2:25][CH2:26][O:27][CH2:28][CH2:29]1, predict the reactants needed to synthesize it. The reactants are: [NH:1]1[CH2:6][CH2:5][O:4][CH2:3][CH2:2]1.[CH3:7][N:8]1[C:12]([C:13](=[O:30])[NH:14][C:15]2[CH:16]=[CH:17][C:18]3[N:19]([N:21]=[C:22]([N:24]4[CH2:29][CH2:28][O:27][CH2:26][CH2:25]4)[N:23]=3)[CH:20]=2)=[C:11]([C:31](O)=[O:32])[CH:10]=[N:9]1. (6) Given the product [CH3:1][C@@H:2]1[CH2:7][NH:6][C@@H:5]([CH3:8])[CH2:4][N:3]1[C:10]1[CH:17]=[CH:16][C:13]([C:14]#[N:15])=[CH:12][N:11]=1, predict the reactants needed to synthesize it. The reactants are: [CH3:1][C@H:2]1[CH2:7][NH:6][C@H:5]([CH3:8])[CH2:4][NH:3]1.Cl[C:10]1[CH:17]=[CH:16][C:13]([C:14]#[N:15])=[CH:12][N:11]=1.C(N(CC)CC)C. (7) Given the product [C:36]([OH:43])(=[O:42])/[CH:37]=[CH:38]/[C:39]([OH:41])=[O:40].[C:1]([S:4][CH2:5][CH2:6][N:7]([CH2:28][CH2:29][C:30]1[CH:35]=[CH:34][CH:33]=[CH:32][CH:31]=1)[C:8](=[O:27])[NH:9][C@@H:10]([CH2:20][C:21]1[CH:22]=[CH:23][CH:24]=[CH:25][CH:26]=1)[C:11]([N:13]1[CH2:14][CH2:15][N:16]([CH3:19])[CH2:17][CH2:18]1)=[O:12])(=[O:3])[CH3:2], predict the reactants needed to synthesize it. The reactants are: [C:1]([S:4][CH2:5][CH2:6][N:7]([CH2:28][CH2:29][C:30]1[CH:35]=[CH:34][CH:33]=[CH:32][CH:31]=1)[C:8](=[O:27])[NH:9][C@@H:10]([CH2:20][C:21]1[CH:26]=[CH:25][CH:24]=[CH:23][CH:22]=1)[C:11]([N:13]1[CH2:18][CH2:17][N:16]([CH3:19])[CH2:15][CH2:14]1)=[O:12])(=[O:3])[CH3:2].[C:36]([OH:43])(=[O:42])/[CH:37]=[CH:38]/[C:39]([OH:41])=[O:40]. (8) Given the product [ClH:27].[ClH:27].[CH2:36]([O:35][C:34]1[CH:33]=[CH:32][C:31]([C:43]2[CH:44]=[N:45][C:46]([NH:49][CH3:50])=[N:47][CH:48]=2)=[CH:30][C:29]=1[CH2:28][N:15]([CH:12]1[CH2:11][CH2:10][CH:9]([NH:8][CH3:1])[CH2:14][CH2:13]1)[C:16]([C:18]1[S:22][C:21]2[CH:23]=[CH:24][CH:25]=[CH:26][C:20]=2[C:19]=1[Cl:27])=[O:17])[CH3:37], predict the reactants needed to synthesize it. The reactants are: [C:1]([N:8](C)[CH:9]1[CH2:14][CH2:13][CH:12]([N:15]([CH2:28][C:29]2[CH:30]=[C:31](B(O)O)[CH:32]=[CH:33][C:34]=2[O:35][CH2:36][CH3:37])[C:16]([C:18]2[S:22][C:21]3[CH:23]=[CH:24][CH:25]=[CH:26][C:20]=3[C:19]=2[Cl:27])=[O:17])[CH2:11][CH2:10]1)(OC(C)(C)C)=O.Br[C:43]1[CH:44]=[N:45][C:46]([NH:49][CH3:50])=[N:47][CH:48]=1.